From a dataset of Full USPTO retrosynthesis dataset with 1.9M reactions from patents (1976-2016). Predict the reactants needed to synthesize the given product. Given the product [Br:1][C:2]1[CH:3]=[CH:4][C:5]([O:9][CH3:10])=[C:6]([NH:7][S:18]([C:15]2[CH:16]=[CH:17][C:12]([I:11])=[CH:13][CH:14]=2)(=[O:20])=[O:19])[CH:8]=1, predict the reactants needed to synthesize it. The reactants are: [Br:1][C:2]1[CH:3]=[CH:4][C:5]([O:9][CH3:10])=[C:6]([CH:8]=1)[NH2:7].[I:11][C:12]1[CH:17]=[CH:16][C:15]([S:18](Cl)(=[O:20])=[O:19])=[CH:14][CH:13]=1.